This data is from hERG potassium channel inhibition data for cardiac toxicity prediction from Karim et al.. The task is: Regression/Classification. Given a drug SMILES string, predict its toxicity properties. Task type varies by dataset: regression for continuous values (e.g., LD50, hERG inhibition percentage) or binary classification for toxic/non-toxic outcomes (e.g., AMES mutagenicity, cardiotoxicity, hepatotoxicity). Dataset: herg_karim. (1) The drug is CCOC[C@@H](CC(C)C)NC(=O)[C@@H]1CNC[C@H](C(=O)N(c2cc(OC)c(C(C)C)cn2)C2CC2)C1. The result is 0 (non-blocker). (2) The compound is COc1cc(N2CCC3CN(CCCSc4nnc(-c5cnccn5)n4C)CC32)ccc1F. The result is 1 (blocker).